Dataset: Full USPTO retrosynthesis dataset with 1.9M reactions from patents (1976-2016). Task: Predict the reactants needed to synthesize the given product. (1) Given the product [CH3:30][C:19]1[CH:18]=[C:17]([NH:16][C:15]2[C:10]3[CH:9]=[C:8]([N:5]4[CH2:4][CH:3]5[CH:7]([CH:2]5[NH:1][C:43]([CH:40]5[CH2:42][CH2:41]5)=[O:44])[CH2:6]4)[N:32]=[CH:31][C:11]=3[N:12]=[CH:13][N:14]=2)[CH:22]=[CH:21][C:20]=1[O:23][C:24]1[CH:29]=[CH:28][CH:27]=[CH:26][CH:25]=1, predict the reactants needed to synthesize it. The reactants are: [NH2:1][CH:2]1[CH:7]2[CH:3]1[CH2:4][N:5]([C:8]1[N:32]=[CH:31][C:11]3[N:12]=[CH:13][N:14]=[C:15]([NH:16][C:17]4[CH:22]=[CH:21][C:20]([O:23][C:24]5[CH:29]=[CH:28][CH:27]=[CH:26][CH:25]=5)=[C:19]([CH3:30])[CH:18]=4)[C:10]=3[CH:9]=1)[CH2:6]2.C(N(CC)CC)C.[CH:40]1([C:43](Cl)=[O:44])[CH2:42][CH2:41]1. (2) The reactants are: S(Cl)(Cl)=O.[Cl:5][C:6]1[CH:11]=[CH:10][C:9]([N+:12]([O-:14])=[O:13])=[CH:8][C:7]=1[S:15]([OH:18])(=O)=[O:16].S(Cl)(Cl)(=O)=O.[OH-].[NH4+:25]. Given the product [Cl:5][C:6]1[CH:11]=[CH:10][C:9]([N+:12]([O-:14])=[O:13])=[CH:8][C:7]=1[S:15]([NH2:25])(=[O:18])=[O:16], predict the reactants needed to synthesize it. (3) Given the product [ClH:6].[F:1][C:2]1[CH:10]=[C:9]([F:11])[CH:8]=[CH:7][C:3]=1[C:4]([NH:26][C:24]1[CH:23]=[CH:22][CH:21]=[C:20]([C:17]2[CH2:18][CH2:19][CH:14]([N:13]([CH3:27])[CH3:12])[CH2:15][CH:16]=2)[N:25]=1)=[O:5], predict the reactants needed to synthesize it. The reactants are: [F:1][C:2]1[CH:10]=[C:9]([F:11])[CH:8]=[CH:7][C:3]=1[C:4]([Cl:6])=[O:5].[CH3:12][N:13]([CH3:27])[CH:14]1[CH2:19][CH2:18][C:17]([C:20]2[N:25]=[C:24]([NH2:26])[CH:23]=[CH:22][CH:21]=2)=[CH:16][CH2:15]1.